From a dataset of Full USPTO retrosynthesis dataset with 1.9M reactions from patents (1976-2016). Predict the reactants needed to synthesize the given product. (1) Given the product [CH3:48][N:35]([CH3:34])[CH2:36][CH2:37][O:38][C:39]1[CH:40]=[C:41]([NH:42][C:2]2[N:7]=[C:6]([C:8]3[C:9]([C:17]4[CH:18]=[C:19]([NH:23][C:24](=[O:33])[C:25]5[C:30]([F:31])=[CH:29][CH:28]=[CH:27][C:26]=5[F:32])[CH:20]=[CH:21][CH:22]=4)=[N:10][N:11]4[CH:16]=[CH:15][CH:14]=[CH:13][C:12]=34)[CH:5]=[CH:4][N:3]=2)[CH:43]=[CH:44][C:45]=1[O:46][CH3:47], predict the reactants needed to synthesize it. The reactants are: Cl[C:2]1[N:7]=[C:6]([C:8]2[C:9]([C:17]3[CH:18]=[C:19]([NH:23][C:24](=[O:33])[C:25]4[C:30]([F:31])=[CH:29][CH:28]=[CH:27][C:26]=4[F:32])[CH:20]=[CH:21][CH:22]=3)=[N:10][N:11]3[CH:16]=[CH:15][CH:14]=[CH:13][C:12]=23)[CH:5]=[CH:4][N:3]=1.[CH3:34][N:35]([CH3:48])[CH2:36][CH2:37][O:38][C:39]1[CH:40]=[C:41]([CH:43]=[CH:44][C:45]=1[O:46][CH3:47])[NH2:42].Cl. (2) The reactants are: CS(O[CH2:6][CH2:7][CH:8]([S:13][CH3:14])[C:9]([F:12])([F:11])[F:10])(=O)=O.[F:15][C:16]([F:28])([F:27])[CH2:17][CH2:18][S:19]([CH2:22][C:23]([O:25][CH3:26])=[O:24])(=[O:21])=[O:20].[H-].[Na+].Cl. Given the product [F:12][C:9]([F:10])([F:11])[CH:8]([S:13][CH3:14])[CH2:7][CH2:6][CH:22]([S:19]([CH2:18][CH2:17][C:16]([F:27])([F:28])[F:15])(=[O:21])=[O:20])[C:23]([O:25][CH3:26])=[O:24], predict the reactants needed to synthesize it. (3) Given the product [C:20]([O:19][C:17]([N:14]1[CH2:15][CH2:16][CH:11]([C:41]2[CH:46]=[CH:45][CH:44]=[C:43]([N:47]3[C:51]([CH3:52])=[CH:50][CH:49]=[C:48]3[CH3:53])[N:42]=2)[CH2:12][CH2:13]1)=[O:18])([CH3:23])([CH3:22])[CH3:21], predict the reactants needed to synthesize it. The reactants are: BrC(Br)C.C[Si](Cl)(C)C.I[CH:11]1[CH2:16][CH2:15][N:14]([C:17]([O:19][C:20]([CH3:23])([CH3:22])[CH3:21])=[O:18])[CH2:13][CH2:12]1.O1C=CC=C1P(C1OC=CC=1)C1OC=CC=1.Br[C:41]1[CH:46]=[CH:45][CH:44]=[C:43]([N:47]2[C:51]([CH3:52])=[CH:50][CH:49]=[C:48]2[CH3:53])[N:42]=1. (4) Given the product [CH3:1][O:2][C:3](=[O:16])[C:4]1[CH:9]=[C:8]([C:19]2[CH:20]=[CH:21][CH:22]=[CH:23][C:18]=2[F:17])[N:7]=[C:6]([NH:11][C@H:12]([CH2:14][CH3:15])[CH3:13])[CH:5]=1, predict the reactants needed to synthesize it. The reactants are: [CH3:1][O:2][C:3](=[O:16])[C:4]1[CH:9]=[C:8](Cl)[N:7]=[C:6]([NH:11][C@H:12]([CH2:14][CH3:15])[CH3:13])[CH:5]=1.[F:17][C:18]1[CH:23]=[CH:22][CH:21]=[CH:20][C:19]=1B(O)O.C(=O)([O-])[O-].[K+].[K+]. (5) Given the product [C:2]([C:3]1[C:4]([C:9]2[CH:14]=[CH:13][CH:12]=[CH:11][CH:10]=2)=[C:5]([OH:6])[N:19]([CH3:18])[N:20]=1)([CH3:17])([CH3:16])[CH3:1], predict the reactants needed to synthesize it. The reactants are: [CH3:1][C:2]([CH3:17])([CH3:16])[C:3](=O)[CH:4]([C:9]1[CH:14]=[CH:13][CH:12]=[CH:11][CH:10]=1)[C:5](OC)=[O:6].[CH3:18][NH:19][NH2:20]. (6) Given the product [CH:9]1([C:2]2[CH:3]=[C:4]([CH:7]=[O:8])[O:5][CH:6]=2)[CH2:11][CH2:10]1, predict the reactants needed to synthesize it. The reactants are: Br[C:2]1[CH:3]=[C:4]([CH:7]=[O:8])[O:5][CH:6]=1.[CH:9]1(B(O)O)[CH2:11][CH2:10]1.ClC1C=CC(CC2C=C(C=O)SC=2)=CC=1.C1(P(C2C=CC=CC=2)C2C=CC=CC=2)C=CC=CC=1.C1(P(C2CCCCC2)C2CCCCC2)CCCCC1.